Dataset: Full USPTO retrosynthesis dataset with 1.9M reactions from patents (1976-2016). Task: Predict the reactants needed to synthesize the given product. (1) Given the product [CH2:16]1[N:15]([C:13]([CH2:12][C@H:11]([NH2:28])[CH2:10][C:2]2[C:3]([F:9])=[CH:4][C:5]([F:8])=[C:6]([F:7])[CH:1]=2)=[O:14])[CH2:27][C:19]2=[N:20][N:21]=[C:22]([C:23]([F:24])([F:26])[F:25])[N:18]2[CH2:17]1.[OH2:30].[OH:31][P:29]([OH:33])([OH:32])=[O:30], predict the reactants needed to synthesize it. The reactants are: [CH:1]1[C:2]([CH2:10][C@@H:11]([NH2:28])[CH2:12][C:13]([N:15]2[CH2:27][C:19]3=[N:20][N:21]=[C:22]([C:23]([F:26])([F:25])[F:24])[N:18]3[CH2:17][CH2:16]2)=[O:14])=[C:3]([F:9])[CH:4]=[C:5]([F:8])[C:6]=1[F:7].[P:29](=[O:33])([OH:32])([OH:31])[OH:30]. (2) Given the product [C:3]1([CH:9]2[CH2:10][CH2:11][N:12]([CH:15]3[CH2:19][CH2:18][N:17]([C:31](=[O:48])[C:32]([N:34]4[CH2:43][CH2:42][C:41]5[N:40]=[CH:39][C:38]([C:44]([F:45])([F:46])[F:47])=[CH:37][C:36]=5[CH2:35]4)=[O:33])[CH2:16]3)[CH2:13][CH2:14]2)[CH:8]=[CH:7][CH:6]=[CH:5][CH:4]=1, predict the reactants needed to synthesize it. The reactants are: Cl.Cl.[C:3]1([CH:9]2[CH2:14][CH2:13][N:12]([CH:15]3[CH2:19][CH2:18][NH:17][CH2:16]3)[CH2:11][CH2:10]2)[CH:8]=[CH:7][CH:6]=[CH:5][CH:4]=1.[H-].[Na+].N1([C:31](=[O:48])[C:32]([N:34]2[CH2:43][CH2:42][C:41]3[N:40]=[CH:39][C:38]([C:44]([F:47])([F:46])[F:45])=[CH:37][C:36]=3[CH2:35]2)=[O:33])C2C=CC=CC=2N=N1. (3) Given the product [F:1][C:2]1[CH:7]=[C:6]([F:8])[CH:5]=[CH:4][C:3]=1/[C:9](=[N:13]\[OH:14])/[C:10](=[O:12])[CH3:11], predict the reactants needed to synthesize it. The reactants are: [F:1][C:2]1[CH:7]=[C:6]([F:8])[CH:5]=[CH:4][C:3]=1[CH2:9][C:10](=[O:12])[CH3:11].[N:13](OCCC(C)C)=[O:14].Cl. (4) Given the product [F:1][C:2]1[CH:7]=[C:6]([N+:8]([O-:10])=[O:9])[CH:5]=[CH:4][C:3]=1[N:11]1[CH2:12][C@@H:13]([CH3:21])[N:14]([CH3:18])[C@@H:15]([CH3:17])[CH2:16]1, predict the reactants needed to synthesize it. The reactants are: [F:1][C:2]1[CH:7]=[C:6]([N+:8]([O-:10])=[O:9])[CH:5]=[CH:4][C:3]=1[N:11]1[CH2:16][C@@H:15]([CH3:17])[N:14]([CH3:18])[CH2:13][C@@H:12]1C.F[C:21]1C=C([N+]([O-])=O)C=CC=1N1C[C@H](C)N[C@H](C)C1. (5) Given the product [F:19][C:20]1[CH:25]=[CH:24][CH:23]=[CH:22][C:21]=1[N:1]1[C:6]2[CH:7]=[CH:8][CH:9]=[CH:10][C:5]=2[O:4][CH2:3][S:2]1(=[O:11])=[O:12], predict the reactants needed to synthesize it. The reactants are: [NH:1]1[C:6]2[CH:7]=[CH:8][CH:9]=[CH:10][C:5]=2[O:4][CH2:3][S:2]1(=[O:12])=[O:11].N1C=CC=CC=1.[F:19][C:20]1[CH:25]=[CH:24][CH:23]=[CH:22][C:21]=1B(O)O. (6) Given the product [NH2:29][C:28]1[C:43]2[C:23]([C:22]3[CH:25]=[CH:26][CH:27]=[C:20]([O:19][CH2:11][CH2:12][CH2:13][CH2:14][CH2:15][CH2:16][CH2:17][CH3:18])[CH:21]=3)=[N:9][C:8]([S:7][CH3:6])=[N:10][C:42]=2[S:41][C:30]=1[C:31]([O:33][CH2:34][CH3:35])=[O:32], predict the reactants needed to synthesize it. The reactants are: S(O)(O)(=O)=O.[CH3:6][S:7][C:8](=[NH:10])[NH2:9].[CH2:11]([O:19][C:20]1[CH:21]=[C:22]([CH:25]=[CH:26][CH:27]=1)[CH:23]=O)[CH2:12][CH2:13][CH2:14][CH2:15][CH2:16][CH2:17][CH3:18].[C:28]([CH2:30][C:31]([O:33][CH2:34][CH3:35])=[O:32])#[N:29].O=P(Cl)(Cl)Cl.[SH:41][CH2:42][C:43](OCC)=O.